This data is from Reaction yield outcomes from USPTO patents with 853,638 reactions. The task is: Predict the reaction yield, written as a fraction of the theoretical maximum amount of product (1.0 means a 100% yield; for example, 0.34 means a 34% yield). The reactants are [CH3:1][O:2][C:3]([C:5]1[S:6][C:7](Br)=[CH:8][C:9]=1[N:10]([CH:20]1[CH2:25][CH2:24][C:23]([F:27])([F:26])[CH2:22][CH2:21]1)[C:11]([C@H:13]1[CH2:18][CH2:17][C@H:16]([CH3:19])[CH2:15][CH2:14]1)=[O:12])=[O:4].[C:29]([C:33]#[CH:34])([CH3:32])([CH3:31])[CH3:30].C(N(CC)CC)C. The catalyst is CN(C=O)C.C(Cl)Cl.C1C=CC(/C=C/C(/C=C/C2C=CC=CC=2)=O)=CC=1.C1C=CC(/C=C/C(/C=C/C2C=CC=CC=2)=O)=CC=1.C1C=CC(/C=C/C(/C=C/C2C=CC=CC=2)=O)=CC=1.[Pd].[Pd].[Cu]I.C1(P(C2C=CC=CC=2)C2C=CC3C(=CC=CC=3)C=2C2C3C(=CC=CC=3)C=CC=2P(C2C=CC=CC=2)C2C=CC=CC=2)C=CC=CC=1. The product is [CH3:1][O:2][C:3]([C:5]1[S:6][C:7]([C:34]#[C:33][C:29]([CH3:32])([CH3:31])[CH3:30])=[CH:8][C:9]=1[N:10]([CH:20]1[CH2:25][CH2:24][C:23]([F:27])([F:26])[CH2:22][CH2:21]1)[C:11]([C@H:13]1[CH2:18][CH2:17][C@H:16]([CH3:19])[CH2:15][CH2:14]1)=[O:12])=[O:4]. The yield is 0.950.